This data is from Forward reaction prediction with 1.9M reactions from USPTO patents (1976-2016). The task is: Predict the product of the given reaction. (1) Given the reactants I[C:2]1[CH:12]=[CH:11][C:5]([C:6]([O:8][CH2:9][CH3:10])=[O:7])=[CH:4][CH:3]=1.[C:13]([O:17][C:18]([N:20]1[CH2:24][CH2:23][CH2:22][CH:21]1[C:25]#[CH:26])=[O:19])([CH3:16])([CH3:15])[CH3:14].O, predict the reaction product. The product is: [C:13]([O:17][C:18]([N:20]1[CH2:24][CH2:23][CH2:22][CH:21]1[C:25]#[C:26][C:2]1[CH:12]=[CH:11][C:5]([C:6]([O:8][CH2:9][CH3:10])=[O:7])=[CH:4][CH:3]=1)=[O:19])([CH3:16])([CH3:15])[CH3:14]. (2) Given the reactants C([N:4]1[C:8]2=[N:9][C:10]([O:13]C(=O)C)=[CH:11][CH:12]=[C:7]2[CH:6]=[CH:5]1)(=O)C.C(=O)([O-])[O-].[K+].[K+], predict the reaction product. The product is: [NH:4]1[C:8]2=[N:9][C:10]([OH:13])=[CH:11][CH:12]=[C:7]2[CH:6]=[CH:5]1. (3) Given the reactants [C:1]([C:4]1[C:9]([N+:10]([O-:12])=[O:11])=[C:8]([CH3:13])[CH:7]=[CH:6][N:5]=1)([CH3:3])=[CH2:2].C(OC(C(F)(F)F)=O)(C(F)(F)F)=[O:15].O, predict the reaction product. The product is: [C:1]([C:4]1[C:9]([N+:10]([O-:12])=[O:11])=[C:8]([CH3:13])[CH:7]=[CH:6][N+:5]=1[O-:15])([CH3:3])=[CH2:2]. (4) Given the reactants [Br:1][C:2]1[CH:7]=[CH:6][C:5]([CH2:8][CH2:9][OH:10])=[CH:4][CH:3]=1.[H-].[Na+].[CH3:13]I.O, predict the reaction product. The product is: [Br:1][C:2]1[CH:7]=[CH:6][C:5]([CH2:8][CH2:9][O:10][CH3:13])=[CH:4][CH:3]=1. (5) Given the reactants F[C:2]1[CH:7]=[C:6]([C:8]2[S:16][C:15]3[C:14]([N:17]4[CH2:22][CH2:21][O:20][CH2:19][CH2:18]4)=[N:13][C:12]([C:23]4[CH:24]=[N:25][C:26]([NH2:29])=[N:27][CH:28]=4)=[N:11][C:10]=3[CH:9]=2)[CH:5]=[CH:4][N:3]=1.[NH2:30][CH:31]([CH3:34])[CH2:32][OH:33], predict the reaction product. The product is: [NH2:29][C:26]1[N:25]=[CH:24][C:23]([C:12]2[N:13]=[C:14]([N:17]3[CH2:22][CH2:21][O:20][CH2:19][CH2:18]3)[C:15]3[S:16][C:8]([C:6]4[CH:5]=[CH:4][N:3]=[C:2]([NH:30][CH:31]([CH3:34])[CH2:32][OH:33])[CH:7]=4)=[CH:9][C:10]=3[N:11]=2)=[CH:28][N:27]=1. (6) Given the reactants [Cl:1][C:2]1[CH:18]=[CH:17][C:5]([O:6][C:7]2[N:12]=[CH:11][C:10]([C:13](=O)[CH3:14])=[CH:9][C:8]=2[CH3:16])=[CH:4][CH:3]=1.[CH3:19][C:20]([S@:23]([NH2:25])=[O:24])([CH3:22])[CH3:21], predict the reaction product. The product is: [Cl:1][C:2]1[CH:18]=[CH:17][C:5]([O:6][C:7]2[N:12]=[CH:11][C:10]([CH:13]([NH:25][S@@:23]([C:20]([CH3:22])([CH3:21])[CH3:19])=[O:24])[CH3:14])=[CH:9][C:8]=2[CH3:16])=[CH:4][CH:3]=1. (7) Given the reactants Br[C:2]1[N:7]=[C:6]([C@@:8]23[O:23][CH2:22][O:21][C@@H:9]2[CH2:10][N:11]([C:14]([O:16][C:17]([CH3:20])([CH3:19])[CH3:18])=[O:15])[CH2:12][CH2:13]3)[CH:5]=[CH:4][CH:3]=1, predict the reaction product. The product is: [N:7]1[CH:2]=[CH:3][CH:4]=[CH:5][C:6]=1[C@@:8]12[O:23][CH2:22][O:21][C@@H:9]1[CH2:10][N:11]([C:14]([O:16][C:17]([CH3:18])([CH3:19])[CH3:20])=[O:15])[CH2:12][CH2:13]2.